This data is from Forward reaction prediction with 1.9M reactions from USPTO patents (1976-2016). The task is: Predict the product of the given reaction. (1) Given the reactants [C:1]([N:4]1[C:12]2[C:7](=[CH:8][CH:9]=[CH:10][CH:11]=2)[CH2:6][C:5]1=[O:13])(=[O:3])[CH3:2].[C:14](O)(=[O:21])[C:15]1[CH:20]=[CH:19][CH:18]=[CH:17][CH:16]=1.CN(C(ON1N=NC2C=CC=CC1=2)=[N+](C)C)C.[B-](F)(F)(F)F.C1C=CC2N(O)N=NC=2C=1.C(N(C(C)C)C(C)C)C.Cl, predict the reaction product. The product is: [C:1]([N:4]1[C:12]2[C:7](=[CH:8][CH:9]=[CH:10][CH:11]=2)[C:6](=[C:14]([OH:21])[C:15]2[CH:20]=[CH:19][CH:18]=[CH:17][CH:16]=2)[C:5]1=[O:13])(=[O:3])[CH3:2]. (2) Given the reactants [OH:1][C:2]([C:5]1[O:9][C:8]([C:10]2[S:11][C:12]([CH3:23])=[C:13]([C:15]([N:17]3[CH2:21][CH2:20][CH2:19][C@@H:18]3[CH3:22])=[O:16])[N:14]=2)=[N:7][N:6]=1)([CH3:4])[CH3:3].BrC1[CH:30]=[CH:29][C:28]([C:31]([OH:40])([C:36]([F:39])([F:38])[F:37])[C:32]([F:35])([F:34])[F:33])=[CH:27][C:26]=1[CH:41]([F:43])[F:42].C([O-])([O-])=O.[K+].[K+].C(O)(=O)C(C)(C)C.C(P(C12CC3CC(CC(C3)C1)C2)C12CC3CC(CC(C3)C1)C2)CCC, predict the reaction product. The product is: [F:43][CH:41]([F:42])[C:26]1[CH:27]=[C:28]([C:31]([OH:40])([C:32]([F:33])([F:34])[F:35])[C:36]([F:37])([F:38])[F:39])[CH:29]=[CH:30][C:23]=1[C:12]1[S:11][C:10]([C:8]2[O:9][C:5]([C:2]([OH:1])([CH3:4])[CH3:3])=[N:6][N:7]=2)=[N:14][C:13]=1[C:15]([N:17]1[CH2:21][CH2:20][CH2:19][C@@H:18]1[CH3:22])=[O:16]. (3) The product is: [OH:11][N:10]=[C:9]([Cl:17])[C:6]1[CH:7]=[N:8][C:3]([O:2][CH3:1])=[CH:4][CH:5]=1. Given the reactants [CH3:1][O:2][C:3]1[N:8]=[CH:7][C:6]([CH:9]=[N:10][OH:11])=[CH:5][CH:4]=1.C(=O)(O)[O-].[Na+].[ClH:17], predict the reaction product. (4) Given the reactants Cl[C:2]1[N:7]=[C:6]([N:8]=[CH:9][N:10]([CH3:12])[CH3:11])[C:5]([C:13]#[N:14])=[N:4][C:3]=1[C:15]1[CH:20]=[CH:19][C:18](=[O:21])[N:17]([CH:22]([CH3:24])[CH3:23])[N:16]=1.[F:25][C:26]1[CH:27]=[C:28](B(O)O)[CH:29]=[CH:30][CH:31]=1.C([O-])([O-])=O.[Na+].[Na+].O, predict the reaction product. The product is: [C:13]([C:5]1[C:6]([N:8]=[CH:9][N:10]([CH3:12])[CH3:11])=[N:7][C:2]([C:30]2[CH:29]=[CH:28][CH:27]=[C:26]([F:25])[CH:31]=2)=[C:3]([C:15]2[CH:20]=[CH:19][C:18](=[O:21])[N:17]([CH:22]([CH3:24])[CH3:23])[N:16]=2)[N:4]=1)#[N:14]. (5) Given the reactants [CH3:1][N:2]1[CH2:7][CH2:6][N:5]([C:8]2[CH:9]=[N:10][CH:11]=[C:12]([N+:15]([O-])=O)[C:13]=2[NH2:14])[CH2:4][CH2:3]1, predict the reaction product. The product is: [CH3:1][N:2]1[CH2:3][CH2:4][N:5]([C:8]2[C:13]([NH2:14])=[C:12]([NH2:15])[CH:11]=[N:10][CH:9]=2)[CH2:6][CH2:7]1. (6) Given the reactants [NH2:1][C:2]1[CH:7]=[C:6]([C:8]2[C:9]([C:21]3[CH:26]=[CH:25][C:24]([F:27])=[CH:23][CH:22]=3)=[N:10][N:11]([C:13]3[CH:18]=[C:17]([CH3:19])[C:16](=[O:20])[NH:15][N:14]=3)[CH:12]=2)[CH:5]=[CH:4][N:3]=1.NC1C=C(C2C(C3C=CC=CC=3)=NN(C3C=CC(=O)NN=3)C=2)C=CN=1, predict the reaction product. The product is: [NH2:1][C:2]1[CH:7]=[C:6]([C:8]2[C:9]([C:21]3[CH:22]=[CH:23][C:24]([F:27])=[CH:25][CH:26]=3)=[N:10][N:11]([C:13]3[CH2:18][CH:17]([CH3:19])[C:16](=[O:20])[NH:15][N:14]=3)[CH:12]=2)[CH:5]=[CH:4][N:3]=1.